From a dataset of Reaction yield outcomes from USPTO patents with 853,638 reactions. Predict the reaction yield, written as a fraction of the theoretical maximum amount of product (1.0 means a 100% yield; for example, 0.34 means a 34% yield). (1) The reactants are [C:1]1([C:22]2[CH:27]=[CH:26][CH:25]=[CH:24][CH:23]=2)[CH:6]=[CH:5][CH:4]=[CH:3][C:2]=1[NH:7][C:8]([O:10][CH:11]1[CH2:16][CH2:15][N:14]([CH2:17][CH2:18][C:19](O)=[O:20])[CH2:13][CH2:12]1)=[O:9].C(N(CC)C(C)C)(C)C.[I-].ClC1C=CC=C[N+]=1C.Cl.[CH:47]1[C:59]2[CH:58]([CH2:60][O:61][C:62](=[O:69])[NH:63][CH2:64][CH2:65][CH2:66][NH:67][CH3:68])[C:57]3[C:52](=[CH:53][CH:54]=[CH:55][CH:56]=3)[C:51]=2[CH:50]=[CH:49][CH:48]=1. The catalyst is CN(C=O)C. The yield is 0.970. The product is [CH:56]1[C:57]2[CH:58]([CH2:60][O:61][C:62]([NH:63][CH2:64][CH2:65][CH2:66][N:67]([CH3:68])[C:19]([CH2:18][CH2:17][N:14]3[CH2:13][CH2:12][CH:11]([O:10][C:8](=[O:9])[NH:7][C:2]4[CH:3]=[CH:4][CH:5]=[CH:6][C:1]=4[C:22]4[CH:27]=[CH:26][CH:25]=[CH:24][CH:23]=4)[CH2:16][CH2:15]3)=[O:20])=[O:69])[C:59]3[C:51](=[CH:50][CH:49]=[CH:48][CH:47]=3)[C:52]=2[CH:53]=[CH:54][CH:55]=1. (2) The reactants are Br[C:2]1[CH:3]=[C:4]([C:15]([OH:17])=[O:16])[C:5]2[C:6]([CH3:14])=[CH:7][N:8]([CH:11]([CH3:13])[CH3:12])[C:9]=2[CH:10]=1.[CH3:18][N:19]([CH3:27])[CH2:20][CH:21]1[CH2:26][CH2:25][NH:24][CH2:23][CH2:22]1.CC(C)([O-])C.[Na+]. The catalyst is O1CCOCC1. The product is [CH3:18][N:19]([CH2:20][CH:21]1[CH2:26][CH2:25][N:24]([C:2]2[CH:3]=[C:4]([C:15]([OH:17])=[O:16])[C:5]3[C:6]([CH3:14])=[CH:7][N:8]([CH:11]([CH3:13])[CH3:12])[C:9]=3[CH:10]=2)[CH2:23][CH2:22]1)[CH3:27]. The yield is 0.540. (3) The reactants are C(OC([N:8]1[CH2:17][CH2:16][C:15]2[C:10](=[CH:11][CH:12]=[C:13]([NH:18][C:19]([NH:21][C:22]3[CH:27]=[C:26]([F:28])[CH:25]=[CH:24][C:23]=3[O:29][CH3:30])=[O:20])[CH:14]=2)[CH2:9]1)=O)(C)(C)C.[ClH:31]. The catalyst is C(OC(C)C)(C)C. The product is [ClH:31].[F:28][C:26]1[CH:25]=[CH:24][C:23]([O:29][CH3:30])=[C:22]([NH:21][C:19]([NH:18][C:13]2[CH:14]=[C:15]3[C:10](=[CH:11][CH:12]=2)[CH2:9][NH:8][CH2:17][CH2:16]3)=[O:20])[CH:27]=1. The yield is 0.940. (4) The reactants are [CH3:1][CH2:2][C@@H:3]([C@@H:5]1[NH:29][C:27](=[O:28])[C@H:26]([CH2:30][C:31]2[CH:36]=[CH:35][C:34]([OH:37])=[CH:33][CH:32]=2)[NH:25][C:23](=[O:24])[C@@H:22]([NH2:38])[CH2:21][S:20][S:19][CH2:18][C@@H:17]([C:39]([N:41]2[C@H:45]([C:46]([NH:48][C@H:49]([C:54]([NH:56][CH2:57][C:58]([NH2:60])=[O:59])=[O:55])[CH2:50][CH:51]([CH3:53])[CH3:52])=[O:47])[CH2:44][CH2:43][CH2:42]2)=[O:40])[NH:16][C:14](=[O:15])[C@H:13]([CH2:61][C:62]([NH2:64])=[O:63])[NH:12][C:10](=[O:11])[C@H:9]([CH2:65][CH2:66][C:67]([NH2:69])=[O:68])[NH:8][C:6]1=[O:7])[CH3:4].CC(O)=O. The catalyst is CCOC(C)=O.CO. The product is [CH3:1][CH2:2][C@@H:3]([C@@H:5]1[NH:29][C:27](=[O:28])[C@H:26]([CH2:30][C:31]2[CH:36]=[CH:35][C:34]([OH:37])=[CH:33][CH:32]=2)[NH:25][C:23](=[O:24])[C@@H:22]([NH2:38])[CH2:21][S:20][S:19][CH2:18][C@@H:17]([C:39]([N:41]2[C@H:45]([C:46]([NH:48][C@H:49]([C:54]([NH:56][CH2:57][C:58]([NH2:60])=[O:59])=[O:55])[CH2:50][CH:51]([CH3:53])[CH3:52])=[O:47])[CH2:44][CH2:43][CH2:42]2)=[O:40])[NH:16][C:14](=[O:15])[C@H:13]([CH2:61][C:62]([NH2:64])=[O:63])[NH:12][C:10](=[O:11])[C@H:9]([CH2:65][CH2:66][C:67]([NH2:69])=[O:68])[NH:8][C:6]1=[O:7])[CH3:4]. The yield is 0.715. (5) The product is [Br:12][C:9]1[CH:10]=[C:11]2[C:6](=[CH:7][CH:8]=1)[N:5]=[CH:4][CH:3]=[C:2]2[N:13]1[CH2:18][CH2:17][CH2:16][CH2:15][CH2:14]1. The yield is 0.730. The catalyst is CN1CCCC1=O. The reactants are Cl[C:2]1[C:11]2[C:6](=[CH:7][CH:8]=[C:9]([Br:12])[CH:10]=2)[N:5]=[CH:4][CH:3]=1.[NH:13]1[CH2:18][CH2:17][CH2:16][CH2:15][CH2:14]1. (6) The reactants are [Cl:1][C:2]1[N:3]=[C:4](Cl)[C:5]2[S:10][C:9]3[N:11]=[CH:12][CH:13]=[CH:14][C:8]=3[C:6]=2[N:7]=1.[NH:16]1[CH2:21][CH2:20][O:19][CH2:18][CH2:17]1. The catalyst is CO. The product is [Cl:1][C:2]1[N:3]=[C:4]([N:16]2[CH2:21][CH2:20][O:19][CH2:18][CH2:17]2)[C:5]2[S:10][C:9]3[N:11]=[CH:12][CH:13]=[CH:14][C:8]=3[C:6]=2[N:7]=1. The yield is 0.730. (7) The reactants are [F:1][C:2]1[CH:11]=[CH:10][CH:9]=[C:8]2[C:3]=1[C:4](=[O:47])[N:5]1[C:15]([NH:16][C:17]3[CH:22]=[CH:21][C:20]([N:23]4[CH2:28][CH2:27][N:26]([CH:29]([CH3:31])[CH3:30])[CH2:25][CH2:24]4)=[CH:19][C:18]=3[O:32][CH3:33])=[N:14][C:13]3[N:34]([S:37]([C:40]4[CH:45]=[CH:44][C:43]([CH3:46])=[CH:42][CH:41]=4)(=[O:39])=[O:38])[CH:35]=[CH:36][C:12]=3[C:6]1=[N:7]2.[OH-].[NH4+:49]. The catalyst is O1CCCC1.CCOC(C)=O. The product is [F:1][C:2]1[CH:11]=[CH:10][CH:9]=[C:8]([NH:7][C:6]2[C:12]3[CH:36]=[CH:35][N:34]([S:37]([C:40]4[CH:45]=[CH:44][C:43]([CH3:46])=[CH:42][CH:41]=4)(=[O:38])=[O:39])[C:13]=3[N:14]=[C:15]([NH:16][C:17]3[CH:22]=[CH:21][C:20]([N:23]4[CH2:28][CH2:27][N:26]([CH:29]([CH3:31])[CH3:30])[CH2:25][CH2:24]4)=[CH:19][C:18]=3[O:32][CH3:33])[N:5]=2)[C:3]=1[C:4]([NH2:49])=[O:47]. The yield is 0.800.